From a dataset of Catalyst prediction with 721,799 reactions and 888 catalyst types from USPTO. Predict which catalyst facilitates the given reaction. (1) The catalyst class is: 3. Product: [C:6]1(=[O:11])[C:7]2[C:3](=[CH:2][CH:10]=[CH:9][CH:8]=2)[CH2:4][NH:5]1. Reactant: O[C:2]1[CH:10]=[CH:9][CH:8]=[C:7]2[C:3]=1[CH2:4][NH:5][C:6]2=[O:11].BrCC(OC)=O. (2) Reactant: [H-].[Na+].[CH2:3]([C:10]1[CH:15]=[CH:14][C:13]([OH:16])=[C:12]([Br:17])[CH:11]=1)[C:4]1[CH:9]=[CH:8][CH:7]=[CH:6][CH:5]=1.F[C:19]1[CH:24]=[CH:23][CH:22]=[CH:21][N:20]=1.Cl. Product: [CH2:3]([C:10]1[CH:15]=[CH:14][C:13]([O:16][C:19]2[CH:24]=[CH:23][CH:22]=[CH:21][N:20]=2)=[C:12]([Br:17])[CH:11]=1)[C:4]1[CH:5]=[CH:6][CH:7]=[CH:8][CH:9]=1. The catalyst class is: 16.